This data is from Catalyst prediction with 721,799 reactions and 888 catalyst types from USPTO. The task is: Predict which catalyst facilitates the given reaction. (1) Reactant: Br[C:2]1[CH:7]=[CH:6][N:5]=[C:4]([CH3:8])[CH:3]=1.Cl.[NH2:10][CH2:11][C:12]1[CH:17]=[CH:16][C:15](B(O)O)=[CH:14][CH:13]=1.[O-]P([O-])([O-])=O.[K+].[K+].[K+]. Product: [CH3:8][C:4]1[CH:3]=[C:2]([C:15]2[CH:16]=[CH:17][C:12]([CH2:11][NH2:10])=[CH:13][CH:14]=2)[CH:7]=[CH:6][N:5]=1. The catalyst class is: 77. (2) Reactant: [Cl:1][C:2]1[CH:3]=[C:4]([C:8]2[CH:9]=[C:10]([CH2:18][N:19]3[CH:23]=[N:22][C:21]([C:24]#[N:25])=[N:20]3)[CH:11]=[N:12][C:13]=2[O:14][CH:15]([F:17])[F:16])[CH:5]=[CH:6][CH:7]=1.[H-].C([Al+]CC(C)C)C(C)C. Product: [Cl:1][C:2]1[CH:3]=[C:4]([C:8]2[CH:9]=[C:10]([CH2:18][N:19]3[CH:23]=[N:22][C:21]([CH2:24][NH2:25])=[N:20]3)[CH:11]=[N:12][C:13]=2[O:14][CH:15]([F:17])[F:16])[CH:5]=[CH:6][CH:7]=1. The catalyst class is: 2. (3) Reactant: [OH:1][CH2:2][C:3]1[CH:29]=[CH:28][C:6]([CH2:7][N:8]([CH2:21][C:22]2[CH:27]=[CH:26][CH:25]=[CH:24][N:23]=2)[S:9]([C:12]2[CH:17]=[CH:16][CH:15]=[CH:14][C:13]=2[N+:18]([O-:20])=[O:19])(=[O:11])=[O:10])=[CH:5][CH:4]=1.CCN(CC)CC.[CH3:37][S:38](Cl)(=[O:40])=[O:39].C([O-])(O)=O.[Na+]. Product: [N+:18]([C:13]1[CH:14]=[CH:15][CH:16]=[CH:17][C:12]=1[S:9]([N:8]([CH2:7][C:6]1[CH:28]=[CH:29][C:3]([CH2:2][O:1][S:38]([CH3:37])(=[O:40])=[O:39])=[CH:4][CH:5]=1)[CH2:21][C:22]1[CH:27]=[CH:26][CH:25]=[CH:24][N:23]=1)(=[O:10])=[O:11])([O-:20])=[O:19]. The catalyst class is: 2. (4) Reactant: C(Cl)(=O)C(Cl)=O.[C:7]1([C:13]2[CH:14]=[C:15]([CH:19]=[CH:20][CH:21]=2)[C:16]([OH:18])=O)[CH:12]=[CH:11][CH:10]=[CH:9][CH:8]=1.[CH:22]([NH2:26])([CH2:24][CH3:25])[CH3:23]. Product: [CH:22]([NH:26][C:16](=[O:18])[C:15]1[CH:19]=[CH:20][CH:21]=[C:13]([C:7]2[CH:8]=[CH:9][CH:10]=[CH:11][CH:12]=2)[CH:14]=1)([CH2:24][CH3:25])[CH3:23]. The catalyst class is: 118. (5) Reactant: [F:1][C:2]1[CH:7]=[CH:6][C:5]([NH:8][C:9]2[S:10][CH:11]=[CH:12][N:13]=2)=[CH:4][CH:3]=1.[I:14]N1C(=O)CCC1=O. Product: [F:1][C:2]1[CH:3]=[CH:4][C:5]([NH:8][C:9]2[S:10][C:11]([I:14])=[CH:12][N:13]=2)=[CH:6][CH:7]=1. The catalyst class is: 1. (6) Reactant: [C:1]([O:5][C:6]([N:8]1[CH2:13][CH2:12][N:11]([C:14]([O:16][C:17]([CH3:20])([CH3:19])[CH3:18])=[O:15])[CH2:10][CH:9]1[CH2:21][CH2:22][OH:23])=[O:7])([CH3:4])([CH3:3])[CH3:2].[C:24]1([CH3:34])[CH:29]=[CH:28][C:27]([S:30](Cl)(=[O:32])=[O:31])=[CH:26][CH:25]=1.C(N(CC)CC)C. Product: [C:1]([O:5][C:6]([N:8]1[CH2:13][CH2:12][N:11]([C:14]([O:16][C:17]([CH3:20])([CH3:19])[CH3:18])=[O:15])[CH2:10][CH:9]1[CH2:21][CH2:22][O:23][S:30]([C:27]1[CH:28]=[CH:29][C:24]([CH3:34])=[CH:25][CH:26]=1)(=[O:32])=[O:31])=[O:7])([CH3:4])([CH3:3])[CH3:2]. The catalyst class is: 2. (7) Reactant: [C:1]1(=[O:11])[NH:5][C:4](=[O:6])[C:3]2=[CH:7][CH:8]=[CH:9][CH:10]=[C:2]12.[K].[Cl:13][CH2:14][CH2:15][O:16][CH2:17][CH2:18][O:19][CH2:20][CH2:21]Cl. Product: [Cl:13][CH2:14][CH2:15][O:16][CH2:17][CH2:18][O:19][CH2:20][CH2:21][N:5]1[C:1](=[O:11])[C:2]2=[CH:10][CH:9]=[CH:8][CH:7]=[C:3]2[C:4]1=[O:6]. The catalyst class is: 2.